Dataset: Reaction yield outcomes from USPTO patents with 853,638 reactions. Task: Predict the reaction yield, written as a fraction of the theoretical maximum amount of product (1.0 means a 100% yield; for example, 0.34 means a 34% yield). (1) The reactants are [F:1][C:2]1([F:6])[CH2:5][NH:4][CH2:3]1.[CH:7]1([C:10]2[N:15]=[C:14]([C:16]([NH:18][C:19]3[CH:27]=[N:26][CH:25]=[CH:24][C:20]=3[C:21](O)=[O:22])=[O:17])[C:13]([NH:28][C:29]3[CH:30]=[N:31][CH:32]=[N:33][CH:34]=3)=[CH:12][CH:11]=2)[CH2:9][CH2:8]1. No catalyst specified. The product is [F:1][C:2]1([F:6])[CH2:5][N:4]([C:21]([C:20]2[CH:24]=[CH:25][N:26]=[CH:27][C:19]=2[NH:18][C:16]([C:14]2[C:13]([NH:28][C:29]3[CH:30]=[N:31][CH:32]=[N:33][CH:34]=3)=[CH:12][CH:11]=[C:10]([CH:7]3[CH2:9][CH2:8]3)[N:15]=2)=[O:17])=[O:22])[CH2:3]1. The yield is 0.260. (2) The reactants are [CH2:1]([N:8]1[CH2:14][C:13]2[N:15]=[CH:16][C:17]([N:19]([CH3:23])[CH:20]([CH3:22])[CH3:21])=[N:18][C:12]=2[O:11][CH2:10][CH2:9]1)[C:2]1[CH:7]=[CH:6][CH:5]=[CH:4][CH:3]=1.[Cl:24]N1C(=O)CCC1=O.C(#N)C. The catalyst is O. The product is [CH2:1]([N:8]1[CH2:14][C:13]2[N:15]=[C:16]([Cl:24])[C:17]([N:19]([CH3:23])[CH:20]([CH3:21])[CH3:22])=[N:18][C:12]=2[O:11][CH2:10][CH2:9]1)[C:2]1[CH:3]=[CH:4][CH:5]=[CH:6][CH:7]=1. The yield is 0.790. (3) The reactants are N(C(OC(C)(C)C)=O)=NC(OC(C)(C)C)=O.[CH3:17][O:18][C:19]1[CH:20]=[C:21]([OH:28])[CH:22]=[CH:23][C:24]=1[N+:25]([O-:27])=[O:26].O[CH2:30][C@H:31]1[CH2:35][CH2:34][CH2:33][N:32]1[C:36]([O:38][C:39]([CH3:42])([CH3:41])[CH3:40])=[O:37].C1(P(C2C=CC=CC=2)C2C=CC=CC=2)C=CC=CC=1. The catalyst is C1COCC1. The product is [CH3:17][O:18][C:19]1[CH:20]=[C:21]([CH:22]=[CH:23][C:24]=1[N+:25]([O-:27])=[O:26])[O:28][CH2:30][C@H:31]1[CH2:35][CH2:34][CH2:33][N:32]1[C:36]([O:38][C:39]([CH3:40])([CH3:42])[CH3:41])=[O:37]. The yield is 0.350.